This data is from Ames mutagenicity test results for genotoxicity prediction. The task is: Regression/Classification. Given a drug SMILES string, predict its toxicity properties. Task type varies by dataset: regression for continuous values (e.g., LD50, hERG inhibition percentage) or binary classification for toxic/non-toxic outcomes (e.g., AMES mutagenicity, cardiotoxicity, hepatotoxicity). Dataset: ames. The drug is OC[C@H]1CC[C@@H](n2cnc3c(O)ncnc32)O1. The result is 1 (mutagenic).